This data is from Forward reaction prediction with 1.9M reactions from USPTO patents (1976-2016). The task is: Predict the product of the given reaction. (1) Given the reactants Cl[C:2]1[O:3][C:4]([CH2:14][CH2:15][C:16]([O:18][CH3:19])=[O:17])=[C:5]([C:7]2[CH:12]=[CH:11][C:10]([Cl:13])=[CH:9][CH:8]=2)[N:6]=1.[NH:20]1[CH:24]=[CH:23][N:22]=[CH:21]1.CN(C)C=O.[H-].[Na+], predict the reaction product. The product is: [Cl:13][C:10]1[CH:11]=[CH:12][C:7]([C:5]2[N:6]=[C:2]([N:20]3[CH:24]=[CH:23][N:22]=[CH:21]3)[O:3][C:4]=2[CH2:14][CH2:15][C:16]([O:18][CH3:19])=[O:17])=[CH:8][CH:9]=1. (2) Given the reactants Cl[C:2]1[N:7]=[C:6]([CH3:8])[C:5]([C:9]([O:11][CH2:12][CH3:13])=[O:10])=[CH:4][N:3]=1.[CH3:14][N:15]1[CH:19]=[C:18](B2OC(C)(C)C(C)(C)O2)[CH:17]=[N:16]1.[O-]P([O-])([O-])=O.[K+].[K+].[K+].CC(=O)OCC, predict the reaction product. The product is: [CH3:8][C:6]1[C:5]([C:9]([O:11][CH2:12][CH3:13])=[O:10])=[CH:4][N:3]=[C:2]([C:18]2[CH:17]=[N:16][N:15]([CH3:14])[CH:19]=2)[N:7]=1. (3) Given the reactants C[O:2][C:3](=[O:13])[C:4]1[CH:9]=[CH:8][C:7]([CH:10]=[CH2:11])=[CH:6][C:5]=1[Cl:12].[OH-].[Na+].Cl, predict the reaction product. The product is: [Cl:12][C:5]1[CH:6]=[C:7]([CH:10]=[CH2:11])[CH:8]=[CH:9][C:4]=1[C:3]([OH:13])=[O:2]. (4) Given the reactants [C:1]([C:5]1[N:6]=[C:7]([NH:10][C:11]([C:13]2[CH:45]=[CH:44][N:16]3[C:17](=[O:43])[C:18](/[CH:27]=[CH:28]/[C:29]4[N:33]([CH2:34][C:35]5[CH:40]=[CH:39][C:38]([O:41][CH3:42])=[CH:37][CH:36]=5)[N:32]=[N:31][N:30]=4)=[C:19]([N:21]4[CH2:26][CH2:25][NH:24][CH2:23][CH2:22]4)[N:20]=[C:15]3[CH:14]=2)=[O:12])[S:8][CH:9]=1)([CH3:4])([CH3:3])[CH3:2].[C:46]([NH:53][CH2:54][CH2:55][C:56](O)=[O:57])([O:48][C:49]([CH3:52])([CH3:51])[CH3:50])=[O:47].Cl, predict the reaction product. The product is: [C:49]([O:48][C:46](=[O:47])[NH:53][CH2:54][CH2:55][C:56]([N:24]1[CH2:25][CH2:26][N:21]([C:19]2[N:20]=[C:15]3[CH:14]=[C:13]([C:11]([NH:10][C:7]4[S:8][CH:9]=[C:5]([C:1]([CH3:4])([CH3:2])[CH3:3])[N:6]=4)=[O:12])[CH:45]=[CH:44][N:16]3[C:17](=[O:43])[C:18]=2/[CH:27]=[CH:28]/[C:29]2[N:33]([CH2:34][C:35]3[CH:36]=[CH:37][C:38]([O:41][CH3:42])=[CH:39][CH:40]=3)[N:32]=[N:31][N:30]=2)[CH2:22][CH2:23]1)=[O:57])([CH3:52])([CH3:50])[CH3:51]. (5) Given the reactants [Cl-].[CH3:2][O:3][C:4](=[O:18])[CH:5]([NH:10][C:11](=[O:17])[CH:12]([NH3+:16])[CH2:13][C:14]#[CH:15])[CH2:6][CH:7]([CH3:9])[CH3:8].CCN(C(C)C)C(C)C.[CH2:28]([O:35][C:36](Cl)=[O:37])[C:29]1[CH:34]=[CH:33][CH:32]=[CH:31][CH:30]=1, predict the reaction product. The product is: [CH2:28]([O:35][C:36]([NH:16][CH:12]([CH2:13][C:14]#[CH:15])[C:11]([NH:10][CH:5]([CH2:6][CH:7]([CH3:9])[CH3:8])[C:4]([O:3][CH3:2])=[O:18])=[O:17])=[O:37])[C:29]1[CH:34]=[CH:33][CH:32]=[CH:31][CH:30]=1. (6) Given the reactants C(OC(=O)[NH:7][C:8]1[CH:13]=[CH:12][C:11]([C:14]#[C:15][C:16]2[CH:21]=[CH:20][C:19]([F:22])=[CH:18][CH:17]=2)=[CH:10][C:9]=1[NH:23][C:24](=[O:40])[CH2:25][C:26](=O)[C:27]1[CH:32]=[CH:31][CH:30]=[C:29]([C:33]2[CH:38]=[CH:37][CH:36]=[CH:35][N:34]=2)[CH:28]=1)(C)(C)C.C(O)(C(F)(F)F)=O, predict the reaction product. The product is: [F:22][C:19]1[CH:18]=[CH:17][C:16]([C:15]#[C:14][C:11]2[CH:12]=[CH:13][C:8]3[N:7]=[C:26]([C:27]4[CH:32]=[CH:31][CH:30]=[C:29]([C:33]5[CH:38]=[CH:37][CH:36]=[CH:35][N:34]=5)[CH:28]=4)[CH2:25][C:24](=[O:40])[NH:23][C:9]=3[CH:10]=2)=[CH:21][CH:20]=1. (7) Given the reactants [CH3:1][C:2](/[CH:4]=[N:5]/[OH:6])=O.[F:7][C:8]([F:18])([F:17])[C:9]1[CH:14]=[CH:13][C:12]([NH:15][NH2:16])=[CH:11][CH:10]=1.C(OCC)(=O)C, predict the reaction product. The product is: [CH3:1][C:2]1[CH:4]=[N+:5]([O-:6])[N:15]([C:12]2[CH:13]=[CH:14][C:9]([C:8]([F:7])([F:18])[F:17])=[CH:10][CH:11]=2)[N:16]=1. (8) Given the reactants Br[C:2]1[N:7]=[CH:6][C:5](/[CH:8]=[CH:9]/[C:10]([O:12][CH2:13][CH3:14])=[O:11])=[CH:4][C:3]=1[CH3:15].C1(P(C2CCCCC2)C2C=CC=CC=2C2C(N(C)C)=CC=CC=2)CCCCC1.C(=O)([O-])[O-].[Cs+].[Cs+].[CH2:50]([N:57]1[CH2:61][CH2:60][C@@H:59]([NH2:62])[CH2:58]1)[C:51]1[CH:56]=[CH:55][CH:54]=[CH:53][CH:52]=1, predict the reaction product. The product is: [CH2:50]([N:57]1[CH2:61][CH2:60][C@@H:59]([NH:62][C:2]2[N:7]=[CH:6][C:5](/[CH:8]=[CH:9]/[C:10]([O:12][CH2:13][CH3:14])=[O:11])=[CH:4][C:3]=2[CH3:15])[CH2:58]1)[C:51]1[CH:52]=[CH:53][CH:54]=[CH:55][CH:56]=1. (9) Given the reactants [C:1]([C:4]1[CH:8]=[CH:7][N:6]([C:9]2[N:13]([C:14]3[CH:15]=[N:16][C:17]([O:20][CH3:21])=[CH:18][CH:19]=3)[N:12]=[C:11]([C:22](O)=[O:23])[CH:10]=2)[CH:5]=1)(=[O:3])[NH2:2].[NH:25]1[CH2:30][CH2:29][O:28][CH2:27][CH2:26]1, predict the reaction product. The product is: [C:1]([C:4]1[CH:8]=[CH:7][N:6]([C:9]2[N:13]([C:14]3[CH:15]=[N:16][C:17]([O:20][CH3:21])=[CH:18][CH:19]=3)[N:12]=[C:11]([C:22]([N:25]3[CH2:30][CH2:29][O:28][CH2:27][CH2:26]3)=[O:23])[CH:10]=2)[CH:5]=1)(=[O:3])[NH2:2]. (10) Given the reactants [CH2:1]([O:8][C:9]1[CH:27]=[CH:26][C:12]([C:13]([O:15][C:16]2[CH:21]=[CH:20][C:19]([CH:22]=O)=[C:18]([O:24][CH3:25])[CH:17]=2)=[O:14])=[CH:11][CH:10]=1)[CH2:2][CH2:3][CH2:4][CH2:5][CH2:6][CH3:7].Cl.[NH2:29][CH2:30][C:31]([O:33][C:34]([CH3:37])([CH3:36])[CH3:35])=[O:32].S([O-])([O-])(=O)=O.[Mg+2].[BH4-].[Na+], predict the reaction product. The product is: [CH2:1]([O:8][C:9]1[CH:27]=[CH:26][C:12]([C:13]([O:15][C:16]2[CH:21]=[CH:20][C:19]([CH2:22][NH:29][CH2:30][C:31]([O:33][C:34]([CH3:37])([CH3:36])[CH3:35])=[O:32])=[C:18]([O:24][CH3:25])[CH:17]=2)=[O:14])=[CH:11][CH:10]=1)[CH2:2][CH2:3][CH2:4][CH2:5][CH2:6][CH3:7].